From a dataset of Full USPTO retrosynthesis dataset with 1.9M reactions from patents (1976-2016). Predict the reactants needed to synthesize the given product. (1) Given the product [CH3:28][C:4]1[CH:3]=[C:2]([O:1][CH2:37][CH2:36][CH2:35][C:30]2[CH:31]=[CH:32][CH:33]=[CH:34][N:29]=2)[CH:7]=[CH:6][C:5]=1[C:8]1[CH:13]=[CH:12][CH:11]=[C:10]([CH2:14][O:15][C:16]2[CH:21]=[CH:20][C:19]([CH2:22][CH2:23][C:24]([O:26][CH3:27])=[O:25])=[CH:18][CH:17]=2)[CH:9]=1, predict the reactants needed to synthesize it. The reactants are: [OH:1][C:2]1[CH:7]=[CH:6][C:5]([C:8]2[CH:13]=[CH:12][CH:11]=[C:10]([CH2:14][O:15][C:16]3[CH:21]=[CH:20][C:19]([CH2:22][CH2:23][C:24]([O:26][CH3:27])=[O:25])=[CH:18][CH:17]=3)[CH:9]=2)=[C:4]([CH3:28])[CH:3]=1.[N:29]1[CH:34]=[CH:33][CH:32]=[CH:31][C:30]=1[CH2:35][CH2:36][CH2:37]O.C1(P(C2C=CC=CC=2)C2C=CC=CC=2)C=CC=CC=1.N(C(OCC)=O)=NC(OCC)=O. (2) Given the product [Cl:22][C:23]1[CH:28]=[CH:27][CH:26]=[CH:25][C:24]=1[O:29][C:8]1[N:15]=[C:14]([C:16]2[CH:21]=[CH:20][CH:19]=[CH:18][CH:17]=2)[CH:13]=[CH:12][C:9]=1[C:10]#[N:11], predict the reactants needed to synthesize it. The reactants are: C(=O)([O-])[O-].[K+].[K+].Cl[C:8]1[N:15]=[C:14]([C:16]2[CH:21]=[CH:20][CH:19]=[CH:18][CH:17]=2)[CH:13]=[CH:12][C:9]=1[C:10]#[N:11].[Cl:22][C:23]1[CH:28]=[CH:27][CH:26]=[CH:25][C:24]=1[OH:29]. (3) Given the product [S:1]([NH:12][CH2:13][CH2:14][N:15]([S:1]([C:4]1[CH:10]=[CH:9][C:7]([CH3:8])=[CH:6][CH:5]=1)(=[O:3])=[O:2])[CH2:16][CH2:17][NH:18][S:1]([C:4]1[CH:10]=[CH:9][C:7]([CH3:8])=[CH:6][CH:5]=1)(=[O:2])=[O:19])([C:4]1[CH:10]=[CH:9][C:7]([CH3:8])=[CH:6][CH:5]=1)(=[O:3])=[O:2], predict the reactants needed to synthesize it. The reactants are: [S:1](Cl)([C:4]1[CH:10]=[CH:9][C:7]([CH3:8])=[CH:6][CH:5]=1)(=[O:3])=[O:2].[NH2:12][CH2:13][CH2:14][NH:15][CH2:16][CH2:17][NH2:18].[OH-:19].[Na+]. (4) Given the product [C:14]([C:10]1[CH:11]=[CH:12][CH:13]=[C:8]([S:4][CH:1]([CH3:3])[CH3:2])[N:9]=1)#[N:15], predict the reactants needed to synthesize it. The reactants are: [CH:1]([SH:4])([CH3:3])[CH3:2].[H-].[Na+].Cl[C:8]1[CH:13]=[CH:12][CH:11]=[C:10]([C:14]#[N:15])[N:9]=1. (5) Given the product [NH2:1][C:2]1[N:3]=[C:4]([C:19]2[CH:24]=[CH:23][CH:22]=[CH:21][CH:20]=2)[C:5]([C:11]2[CH:12]=[CH:13][C:14](=[O:18])[N:15]([CH3:17])[N:16]=2)=[C:6]([NH:32][CH2:31][C:26]2[CH:27]=[CH:28][CH:29]=[CH:30][N:25]=2)[N:7]=1, predict the reactants needed to synthesize it. The reactants are: [NH2:1][C:2]1[N:7]=[C:6](S(C)=O)[C:5]([C:11]2[CH:12]=[CH:13][C:14](=[O:18])[N:15]([CH3:17])[N:16]=2)=[C:4]([C:19]2[CH:24]=[CH:23][CH:22]=[CH:21][CH:20]=2)[N:3]=1.[N:25]1[CH:30]=[CH:29][CH:28]=[CH:27][C:26]=1[CH2:31][NH2:32]. (6) Given the product [F:1][C:2]([F:7])([F:6])[C:3]([OH:5])=[O:4].[F:8][C:9]([F:14])([F:13])[C:10]([OH:12])=[O:11].[Cl:22][C:23]1[CH:24]=[N:25][C:26]2[NH:27][C:28]3[CH:29]=[N:30][CH:31]=[C:32]([CH:54]=3)[CH2:33][CH2:34][C:35]3[CH:43]=[C:39]([NH:40][C:41]=1[N:42]=2)[CH:38]=[CH:37][C:36]=3[NH:44][C:45](=[O:53])[CH2:46][CH:47]1[CH2:52][CH2:51][N:50]([S:62]([C:57]2[CH:58]=[CH:59][CH:60]=[CH:61][C:56]=2[CH3:55])(=[O:64])=[O:63])[CH2:49][CH2:48]1, predict the reactants needed to synthesize it. The reactants are: [F:1][C:2]([F:7])([F:6])[C:3]([OH:5])=[O:4].[F:8][C:9]([F:14])([F:13])[C:10]([OH:12])=[O:11].FC(F)(F)C(O)=O.[Cl:22][C:23]1[CH:24]=[N:25][C:26]2[NH:27][C:28]3[CH:29]=[N:30][CH:31]=[C:32]([CH:54]=3)[CH2:33][CH2:34][C:35]3[CH:43]=[C:39]([NH:40][C:41]=1[N:42]=2)[CH:38]=[CH:37][C:36]=3[NH:44][C:45](=[O:53])[CH2:46][CH:47]1[CH2:52][CH2:51][NH:50][CH2:49][CH2:48]1.[CH3:55][C:56]1[CH:61]=[CH:60][CH:59]=[CH:58][C:57]=1[S:62](Cl)(=[O:64])=[O:63].